Dataset: Reaction yield outcomes from USPTO patents with 853,638 reactions. Task: Predict the reaction yield, written as a fraction of the theoretical maximum amount of product (1.0 means a 100% yield; for example, 0.34 means a 34% yield). (1) The reactants are [CH2:1]([O:8][C:9]1[C:14]2[CH2:15][CH2:16][O:17][C:13]=2[CH:12]=[C:11]([CH2:18][OH:19])[CH:10]=1)[C:2]1[CH:7]=[CH:6][CH:5]=[CH:4][CH:3]=1.CC(OI1(OC(C)=O)(OC(C)=O)OC(=O)C2C=CC=CC1=2)=O.C([O-])(O)=O.[Na+].[O-]S([O-])(=S)=O.[Na+].[Na+]. The catalyst is C(Cl)Cl. The product is [CH2:1]([O:8][C:9]1[C:14]2[CH2:15][CH2:16][O:17][C:13]=2[CH:12]=[C:11]([CH:18]=[O:19])[CH:10]=1)[C:2]1[CH:3]=[CH:4][CH:5]=[CH:6][CH:7]=1. The yield is 0.900. (2) The reactants are [CH:1]1([OH:7])[CH2:6][CH2:5][CH2:4][CH2:3][CH2:2]1.[H-].[Na+].[NH2:10][C:11]1[CH:18]=[CH:17][CH:16]=[C:15](F)[C:12]=1[C:13]#[N:14]. The catalyst is C1COCC1. The product is [NH2:10][C:11]1[CH:18]=[CH:17][CH:16]=[C:15]([O:7][CH:1]2[CH2:6][CH2:5][CH2:4][CH2:3][CH2:2]2)[C:12]=1[C:13]#[N:14]. The yield is 0.560.